Dataset: Forward reaction prediction with 1.9M reactions from USPTO patents (1976-2016). Task: Predict the product of the given reaction. Given the reactants O[CH2:2][CH2:3][O:4][C:5]1[CH:6]=[CH:7][C:8]([C:21]2[NH:30][C:29](=[O:31])[C:28]3[C:23](=[CH:24][CH:25]=[CH:26][C:27]=3[O:32][CH3:33])[N:22]=2)=[N:9][C:10]=1[C:11]1[CH:16]=[CH:15][C:14]([S:17]([CH3:20])(=[O:19])=[O:18])=[CH:13][CH:12]=1.P(Br)(Br)[Br:35], predict the reaction product. The product is: [Br:35][CH2:2][CH2:3][O:4][C:5]1[CH:6]=[CH:7][C:8]([C:21]2[NH:30][C:29](=[O:31])[C:28]3[C:23](=[CH:24][CH:25]=[CH:26][C:27]=3[O:32][CH3:33])[N:22]=2)=[N:9][C:10]=1[C:11]1[CH:16]=[CH:15][C:14]([S:17]([CH3:20])(=[O:19])=[O:18])=[CH:13][CH:12]=1.